This data is from NCI-60 drug combinations with 297,098 pairs across 59 cell lines. The task is: Regression. Given two drug SMILES strings and cell line genomic features, predict the synergy score measuring deviation from expected non-interaction effect. (1) Drug 2: C1C(C(OC1N2C=NC(=NC2=O)N)CO)O. Drug 1: C1CCC(C1)C(CC#N)N2C=C(C=N2)C3=C4C=CNC4=NC=N3. Synergy scores: CSS=-6.89, Synergy_ZIP=2.53, Synergy_Bliss=-0.610, Synergy_Loewe=-6.70, Synergy_HSA=-5.29. Cell line: UACC-257. (2) Drug 1: C1=NC(=NC(=O)N1C2C(C(C(O2)CO)O)O)N. Drug 2: C(=O)(N)NO. Cell line: SF-295. Synergy scores: CSS=9.35, Synergy_ZIP=-4.80, Synergy_Bliss=-4.18, Synergy_Loewe=-20.6, Synergy_HSA=-5.39. (3) Drug 1: CC1C(C(CC(O1)OC2CC(CC3=C2C(=C4C(=C3O)C(=O)C5=C(C4=O)C(=CC=C5)OC)O)(C(=O)C)O)N)O.Cl. Drug 2: CCN(CC)CCCC(C)NC1=C2C=C(C=CC2=NC3=C1C=CC(=C3)Cl)OC. Cell line: LOX IMVI. Synergy scores: CSS=25.9, Synergy_ZIP=-10.2, Synergy_Bliss=-7.61, Synergy_Loewe=-4.53, Synergy_HSA=-4.30.